The task is: Predict the reactants needed to synthesize the given product.. This data is from Full USPTO retrosynthesis dataset with 1.9M reactions from patents (1976-2016). (1) Given the product [NH:8]1[C:12]2=[N:13][CH:14]=[C:15]([C:17]([OH:19])=[O:18])[CH:16]=[C:11]2[CH:10]=[N:9]1, predict the reactants needed to synthesize it. The reactants are: COC1C=CC(C[N:8]2[C:12]3=[N:13][CH:14]=[C:15]([C:17]([O:19]CC)=[O:18])[CH:16]=[C:11]3[CH:10]=[N:9]2)=CC=1. (2) Given the product [OH:34][CH2:29][CH2:30][CH2:31][C:32]#[C:33][C:2]1[N:3]([CH2:18][C:19]2[C:28]3[C:23](=[CH:24][CH:25]=[CH:26][CH:27]=3)[CH:22]=[CH:21][CH:20]=2)[CH:4]=[C:5]2[C:10]=1[C:9](=[O:11])[N:8]([CH3:12])[C:7](=[O:13])[N:6]2[CH2:14][CH:15]([CH3:16])[CH3:17], predict the reactants needed to synthesize it. The reactants are: I[C:2]1[N:3]([CH2:18][C:19]2[C:28]3[C:23](=[CH:24][CH:25]=[CH:26][CH:27]=3)[CH:22]=[CH:21][CH:20]=2)[CH:4]=[C:5]2[C:10]=1[C:9](=[O:11])[N:8]([CH3:12])[C:7](=[O:13])[N:6]2[CH2:14][CH:15]([CH3:17])[CH3:16].[CH2:29]([OH:34])[CH2:30][CH2:31][C:32]#[CH:33].[Cl-].C(#N)C. (3) Given the product [CH3:39][N:2]([CH3:1])[CH2:3][CH2:4][CH2:5][N:6]([C:62]([NH:61][CH2:59][CH3:60])=[O:63])[C:7]([C@@H:9]1[CH2:23][C@H:22]2[C@@H:12]([CH2:13][C:14]3[C:24]4[C:17](=[CH:18][CH:19]=[CH:20][C:21]2=4)[N:16]([C:25]([O:27][C:28]([CH3:31])([CH3:30])[CH3:29])=[O:26])[CH:15]=3)[N:11]([C:32]([O:34][C:35]([CH3:38])([CH3:37])[CH3:36])=[O:33])[CH2:10]1)=[O:8], predict the reactants needed to synthesize it. The reactants are: [CH3:1][N:2]([CH3:39])[CH2:3][CH2:4][CH2:5][NH:6][C:7]([C@@H:9]1[CH2:23][C@H:22]2[C@@H:12]([CH2:13][C:14]3[C:24]4[C:17](=[CH:18][CH:19]=[CH:20][C:21]2=4)[N:16]([C:25]([O:27][C:28]([CH3:31])([CH3:30])[CH3:29])=[O:26])[CH:15]=3)[N:11]([C:32]([O:34][C:35]([CH3:38])([CH3:37])[CH3:36])=[O:33])[CH2:10]1)=[O:8].C1(P(C2C=CC=CC=2)C2C=CC=CC=2)C=CC=CC=1.[CH2:59]([N:61]=[C:62]=[O:63])[CH3:60]. (4) Given the product [CH2:1]([O:3][CH2:4][CH2:5][CH2:6][NH:7][C:9]1[CH:14]=[C:13]([C:15]2[CH:20]=[CH:19][CH:18]=[CH:17][CH:16]=2)[N:12]=[C:11]([NH2:21])[N:10]=1)[CH3:2], predict the reactants needed to synthesize it. The reactants are: [CH2:1]([O:3][CH2:4][CH2:5][CH2:6][NH2:7])[CH3:2].Cl[C:9]1[CH:14]=[C:13]([C:15]2[CH:20]=[CH:19][CH:18]=[CH:17][CH:16]=2)[N:12]=[C:11]([NH2:21])[N:10]=1. (5) Given the product [CH2:1]([O:8][C:9]([N:11]1[CH2:16][CH2:15][CH:14]([C:17]2[CH:18]=[C:19]([C:21]3[CH:26]=[CH:25][C:24]([CH3:27])=[CH:23][CH:22]=3)[N:35]([C:32]3[CH:33]=[CH:34][C:29]([CH3:37])=[CH:30][CH:31]=3)[N:36]=2)[CH2:13][CH2:12]1)=[O:10])[C:2]1[CH:7]=[CH:6][CH:5]=[CH:4][CH:3]=1, predict the reactants needed to synthesize it. The reactants are: [CH2:1]([O:8][C:9]([N:11]1[CH2:16][CH2:15][CH:14]([C:17](=O)[CH2:18][C:19]([C:21]2[CH:26]=[CH:25][C:24]([CH3:27])=[CH:23][CH:22]=2)=O)[CH2:13][CH2:12]1)=[O:10])[C:2]1[CH:7]=[CH:6][CH:5]=[CH:4][CH:3]=1.[C:29]1([CH3:37])[CH:34]=[CH:33][C:32]([NH:35][NH2:36])=[CH:31][CH:30]=1.C(N(CC)CC)C. (6) Given the product [Cl:25][C:26]1[C:27]([CH3:33])=[C:28]([CH:29]=[CH:30][CH:31]=1)[O:17][C@H:13]([C@H:10]1[CH2:11][CH2:12][NH:8][CH2:9]1)[CH2:14][CH:15]=[CH2:16], predict the reactants needed to synthesize it. The reactants are: C(OC([N:8]1[CH2:12][CH2:11][C@H:10]([C@@H:13]([OH:17])[CH2:14][CH:15]=[CH2:16])[CH2:9]1)=O)(C)(C)C.CN(C=O)C.[H-].[Na+].[Cl:25][C:26]1[CH:31]=[CH:30][CH:29]=[C:28](F)[C:27]=1[CH3:33]. (7) Given the product [Cl-:12].[CH2:1]([C:5]1[CH:6]=[CH:7][C:8](/[N:9]=[N:27]/[C:17]2[C:26]3[C:21](=[CH:22][CH:23]=[CH:24][CH:25]=3)[C:20]([NH3+:13])=[CH:19][CH:18]=2)=[CH:10][CH:11]=1)[CH2:2][CH2:3][CH3:4], predict the reactants needed to synthesize it. The reactants are: [CH2:1]([C:5]1[CH:11]=[CH:10][C:8]([NH2:9])=[CH:7][CH:6]=1)[CH2:2][CH2:3][CH3:4].[ClH:12].[N:13]([O-])=O.[Na+].[C:17]1([NH2:27])[C:26]2[C:21](=[CH:22][CH:23]=[CH:24][CH:25]=2)[CH:20]=[CH:19][CH:18]=1.O.O.O.C([O-])(=O)C.[Na+]. (8) The reactants are: [C:1]([CH:6]1[CH2:12][CH2:11][CH2:10][C:9]2[CH:13]=[C:14]([N:17]3[CH2:21][C@H:20]([CH2:22][NH:23][C:24](=[O:28])[CH2:25][CH2:26][CH3:27])[O:19][C:18]3=[O:29])[CH:15]=[CH:16][C:8]=2[C:7]1=O)(=O)[CH2:2][CH2:3][CH3:4].O.[NH2:32][NH2:33]. Given the product [O:29]=[C:18]1[N:17]([C:14]2[CH:15]=[CH:16][C:8]3[C:7]4[NH:32][N:33]=[C:1]([CH2:2][CH2:3][CH3:4])[C:6]=4[CH2:12][CH2:11][CH2:10][C:9]=3[CH:13]=2)[CH2:21][C@H:20]([CH2:22][NH:23][C:24](=[O:28])[CH2:25][CH2:26][CH3:27])[O:19]1, predict the reactants needed to synthesize it. (9) Given the product [Cl:8][C:6]1[N:5]=[C:4]([NH2:9])[N:3]=[C:2]([NH:14][CH2:13][CH:10]2[CH2:12][CH2:11]2)[CH:7]=1, predict the reactants needed to synthesize it. The reactants are: Cl[C:2]1[CH:7]=[C:6]([Cl:8])[N:5]=[C:4]([NH2:9])[N:3]=1.[CH:10]1([CH2:13][NH2:14])[CH2:12][CH2:11]1.CCN(C(C)C)C(C)C.